This data is from Forward reaction prediction with 1.9M reactions from USPTO patents (1976-2016). The task is: Predict the product of the given reaction. Given the reactants CC(OI1(OC(C)=O)(OC(C)=O)OC(=O)C2C=CC=CC1=2)=O.[S:23]1[CH:27]=[N:26][N:25]=[C:24]1[CH:28]([OH:46])[CH2:29][CH2:30][CH2:31][CH2:32][CH2:33][CH2:34][CH2:35]/[CH:36]=[CH:37]\[CH2:38][CH2:39][CH2:40][CH2:41][CH2:42][CH2:43][CH2:44][CH3:45].[O-]S([O-])(=S)=O.[Na+].[Na+].CO.C(Cl)Cl, predict the reaction product. The product is: [S:23]1[CH:27]=[N:26][N:25]=[C:24]1[C:28](=[O:46])[CH2:29][CH2:30][CH2:31][CH2:32][CH2:33][CH2:34][CH2:35]/[CH:36]=[CH:37]\[CH2:38][CH2:39][CH2:40][CH2:41][CH2:42][CH2:43][CH2:44][CH3:45].